This data is from hERG Central: cardiac toxicity at 1µM, 10µM, and general inhibition. The task is: Predict hERG channel inhibition at various concentrations. (1) The molecule is Cc1cc(C)nc(/N=C(\N)Nc2ccc(SC(F)F)cc2)n1. Results: hERG_inhib (hERG inhibition (general)): blocker. (2) The molecule is O=C(c1cccs1)N1CCN(c2ccc([N+](=O)[O-])cc2F)CC1. Results: hERG_inhib (hERG inhibition (general)): blocker. (3) The drug is N#C/C(=C/c1ccc(-c2ccccc2[N+](=O)[O-])o1)C(=O)NCCN1CCCCC1. Results: hERG_inhib (hERG inhibition (general)): blocker. (4) The molecule is OC(COC(c1ccccc1)c1ccccc1)CN1CCN(c2ccccn2)CC1. Results: hERG_inhib (hERG inhibition (general)): blocker. (5) The compound is CN1CCCCC1CCN1c2ccccc2Sc2ccc(S(C)=O)cc21.O=S(=O)(O)c1ccccc1. Results: hERG_inhib (hERG inhibition (general)): blocker. (6) The molecule is CC(=O)NC(Cc1cc(C)ccc1C)C(=O)N1CCN(C(=O)c2ccc(Br)cc2)CC1. Results: hERG_inhib (hERG inhibition (general)): blocker. (7) The drug is O=C(OCn1ncc(Br)c(Br)c1=O)c1ccc(F)cc1. Results: hERG_inhib (hERG inhibition (general)): blocker. (8) The molecule is COc1ccc(-c2[nH]ncc2[C@@H]2C[C@H]3CN(Cc4ccccc4C)C(=O)[C@]34CCCN24)cc1. Results: hERG_inhib (hERG inhibition (general)): blocker. (9) The drug is COCCN(CC1CCCN(C2Cc3ccccc3C2)C1)C(=O)CCC(F)(F)F. Results: hERG_inhib (hERG inhibition (general)): blocker.